This data is from Full USPTO retrosynthesis dataset with 1.9M reactions from patents (1976-2016). The task is: Predict the reactants needed to synthesize the given product. (1) Given the product [Cl:1][C:2]1[CH:3]=[CH:4][C:5]([O:31][CH2:32][C:33]2[CH:34]=[CH:35][CH:36]=[CH:37][CH:38]=2)=[C:6]([C:8]2[N:9]([C:14]3[CH:15]=[C:16]([CH:28]=[CH:29][CH:30]=3)[C:17]([N:19]([CH3:41])[C@@H:20]([C:22]3[CH:27]=[CH:26][CH:25]=[CH:24][CH:23]=3)[CH3:21])=[O:18])[C:10]([CH3:13])=[CH:11][CH:12]=2)[CH:7]=1, predict the reactants needed to synthesize it. The reactants are: [Cl:1][C:2]1[CH:3]=[CH:4][C:5]([O:31][CH2:32][C:33]2[CH:38]=[CH:37][CH:36]=[CH:35][CH:34]=2)=[C:6]([C:8]2[N:9]([C:14]3[CH:15]=[C:16]([CH:28]=[CH:29][CH:30]=3)[C:17]([NH:19][C@@H:20]([C:22]3[CH:27]=[CH:26][CH:25]=[CH:24][CH:23]=3)[CH3:21])=[O:18])[C:10]([CH3:13])=[CH:11][CH:12]=2)[CH:7]=1.[H-].[Na+].[CH3:41]I. (2) Given the product [O:1]=[C:2]1[C:10]2[CH:9]=[C:8]3[CH:11]=[CH:12][CH:13]=[CH:14][C:7]3=[CH:6][C:5]=2[C:4](=[O:15])[N:3]1[CH2:16][CH:17]([C:22](=[O:23])[CH3:27])[C:18]([O:20][CH3:21])=[O:19], predict the reactants needed to synthesize it. The reactants are: [O:1]=[C:2]1[C:10]2[CH:9]=[C:8]3[CH:11]=[CH:12][CH:13]=[CH:14][C:7]3=[CH:6][C:5]=2[C:4](=[O:15])[N:3]1[CH2:16][CH:17]([C:22]1([CH3:27])OCC[O:23]1)[C:18]([O:20][CH3:21])=[O:19].C1(C)C=CC(S([O-])(=O)=O)=CC=1.[NH+]1C=CC=CC=1. (3) The reactants are: [NH2:1][C:2]1[CH:3]=[C:4]2[C:9](=[CH:10][CH:11]=1)[N:8]=[CH:7][C:6]([C:12]#[N:13])=[C:5]2[NH:14][C:15]1[CH:20]=[CH:19][C:18]([F:21])=[C:17]([Cl:22])[CH:16]=1.S([O-])(=O)(=O)[CH3:24].C([N:30]([CH2:33]C)[CH2:31][CH3:32])C.[C:35](#[N:37])C. Given the product [NH:30]1[C:31]([CH:32]([NH:1][C:2]2[CH:3]=[C:4]3[C:9](=[CH:10][CH:11]=2)[N:8]=[CH:7][C:6]([C:12]#[N:13])=[C:5]3[NH:14][C:15]2[CH:20]=[CH:19][C:18]([F:21])=[C:17]([Cl:22])[CH:16]=2)[CH3:24])=[CH:35][N:37]=[CH:33]1, predict the reactants needed to synthesize it.